This data is from Full USPTO retrosynthesis dataset with 1.9M reactions from patents (1976-2016). The task is: Predict the reactants needed to synthesize the given product. (1) Given the product [O:16]=[C:3]1[C@@H:2]([NH:1][C:25]([O:24][N:21]2[C:22](=[O:23])[CH2:17][CH2:18][C:19]2=[O:20])=[O:26])[CH2:8][CH2:7][CH2:6][CH2:5][NH:4]1, predict the reactants needed to synthesize it. The reactants are: [NH2:1][C@H:2]1[CH2:8][CH2:7][CH2:6][CH2:5][N:4](CC2C=CC=CC=2)[C:3]1=[O:16].[CH2:17]1[C:22](=[O:23])[N:21]([O:24][C:25](ON2C(=O)CCC2=O)=[O:26])[C:19](=[O:20])[CH2:18]1. (2) Given the product [F:1][C:2]1[CH:7]=[CH:6][CH:5]=[C:4]([F:8])[C:3]=1[N:9]1[C:14]2[N:15]=[C:16]([N:40]3[CH2:45][CH2:44][CH:43]([N:46]4[CH2:51][CH2:50][O:49][CH2:48][CH2:47]4)[CH2:42][CH2:41]3)[N:17]=[C:18]([C:19]3[CH:20]=[C:21]([CH:28]=[CH:29][C:30]=3[CH3:31])[C:22]([NH:24][CH:25]([CH3:27])[CH3:26])=[O:23])[C:13]=2[CH2:12][NH:11][C:10]1=[O:35], predict the reactants needed to synthesize it. The reactants are: [F:1][C:2]1[CH:7]=[CH:6][CH:5]=[C:4]([F:8])[C:3]=1[N:9]1[C:14]2[N:15]=[C:16](S(C)=O)[N:17]=[C:18]([C:19]3[CH:20]=[C:21]([CH:28]=[CH:29][C:30]=3[CH3:31])[C:22]([NH:24][CH:25]([CH3:27])[CH3:26])=[O:23])[C:13]=2[CH2:12][NH:11][C:10]1=[O:35].C(Cl)(Cl)Cl.[NH:40]1[CH2:45][CH2:44][CH:43]([N:46]2[CH2:51][CH2:50][O:49][CH2:48][CH2:47]2)[CH2:42][CH2:41]1.C(N(CC)C(C)C)(C)C. (3) The reactants are: C(OC(=O)[NH:7][C@@H:8]1[CH2:10][C@H:9]1[C:11]1[CH:16]=[CH:15][C:14]([NH:17][C:18]([C:20]2[CH:25]=[CH:24][CH:23]=[CH:22][CH:21]=2)=[O:19])=[CH:13][CH:12]=1)(C)(C)C.[ClH:27].C(OCC)(=O)C. Given the product [ClH:27].[NH2:7][C@@H:8]1[CH2:10][C@H:9]1[C:11]1[CH:16]=[CH:15][C:14]([NH:17][C:18](=[O:19])[C:20]2[CH:25]=[CH:24][CH:23]=[CH:22][CH:21]=2)=[CH:13][CH:12]=1, predict the reactants needed to synthesize it. (4) Given the product [CH3:31][N:32]([CH3:47])[CH2:33][CH2:34][O:35][C:36]1[CH:37]=[C:38]([NH:39][C:27](=[O:29])[CH2:26][C:23]2[CH:24]=[CH:25][C:20]([C:6]3[CH:7]=[N:8][C:9]([O:10][CH2:11][C:12]4[CH:17]=[CH:16][C:15]([O:18][CH3:19])=[CH:14][CH:13]=4)=[C:4]([O:3][CH2:1][CH3:2])[CH:5]=3)=[CH:21][C:22]=2[F:30])[CH:40]=[C:41]([C:43]([F:44])([F:45])[F:46])[CH:42]=1, predict the reactants needed to synthesize it. The reactants are: [CH2:1]([O:3][C:4]1[CH:5]=[C:6]([C:20]2[CH:25]=[CH:24][C:23]([CH2:26][C:27]([OH:29])=O)=[C:22]([F:30])[CH:21]=2)[CH:7]=[N:8][C:9]=1[O:10][CH2:11][C:12]1[CH:17]=[CH:16][C:15]([O:18][CH3:19])=[CH:14][CH:13]=1)[CH3:2].[CH3:31][N:32]([CH3:47])[CH2:33][CH2:34][O:35][C:36]1[CH:37]=[C:38]([CH:40]=[C:41]([C:43]([F:46])([F:45])[F:44])[CH:42]=1)[NH2:39].C(P1(=O)OP(CCC)(=O)OP(CCC)(=O)O1)CC. (5) Given the product [ClH:31].[ClH:31].[Cl:31][C:20]1[CH:21]=[C:22]2[C:17](=[CH:18][CH:19]=1)[N:16]=[C:15]([NH:14][CH:11]1[CH2:12][CH2:13][NH:8][CH2:9][CH2:10]1)[N:24]=[C:23]2[N:25]1[CH2:30][CH2:29][O:28][CH2:27][CH2:26]1, predict the reactants needed to synthesize it. The reactants are: C(OC([N:8]1[CH2:13][CH2:12][CH:11]([NH:14][C:15]2[N:24]=[C:23]([N:25]3[CH2:30][CH2:29][O:28][CH2:27][CH2:26]3)[C:22]3[C:17](=[CH:18][CH:19]=[C:20]([Cl:31])[CH:21]=3)[N:16]=2)[CH2:10][CH2:9]1)=O)(C)(C)C. (6) Given the product [CH2:38]([O:37][C:36]([O:35][C:3]1([CH2:1][CH3:2])[C:8]2[CH:9]=[C:10]3[N:18]([C:19](=[O:20])[C:7]=2[CH2:6][O:5][C:4]1=[O:34])[CH2:17][C:16]1[C:15]([CH2:21][CH2:22][Si:23]([CH3:25])([CH3:24])[CH2:26][CH2:27][CH2:28][O:29][C:51]([C:50]2[O:46][N:47]=[CH:48][CH:49]=2)=[O:52])=[C:14]2[CH:30]=[CH:31][CH:32]=[CH:33][C:13]2=[N:12][C:11]3=1)=[O:45])[C:39]1[CH:40]=[CH:41][CH:42]=[CH:43][CH:44]=1, predict the reactants needed to synthesize it. The reactants are: [CH2:1]([C:3]1([O:35][C:36](=[O:45])[O:37][CH2:38][C:39]2[CH:44]=[CH:43][CH:42]=[CH:41][CH:40]=2)[C:8]2[CH:9]=[C:10]3[N:18]([C:19](=[O:20])[C:7]=2[CH2:6][O:5][C:4]1=[O:34])[CH2:17][C:16]1[C:15]([CH2:21][CH2:22][Si:23]([CH2:26][CH2:27][CH2:28][OH:29])([CH3:25])[CH3:24])=[C:14]2[CH:30]=[CH:31][CH:32]=[CH:33][C:13]2=[N:12][C:11]3=1)[CH3:2].[O:46]1[C:50]([C:51](Cl)=[O:52])=[CH:49][CH:48]=[N:47]1.